From a dataset of Forward reaction prediction with 1.9M reactions from USPTO patents (1976-2016). Predict the product of the given reaction. (1) Given the reactants [Na].[N+](C(C)C)([O-])=[O:3].[Cl:8][C:9]1[CH:10]=[C:11]([CH:14]=[C:15]([CH3:17])[CH:16]=1)[CH2:12]Br, predict the reaction product. The product is: [Cl:8][C:9]1[CH:10]=[C:11]([CH:14]=[C:15]([CH3:17])[CH:16]=1)[CH:12]=[O:3]. (2) Given the reactants C(O[C:4](=[O:14])[CH2:5][C:6](=O)[C:7]1[CH:12]=[CH:11][CH:10]=[CH:9][CH:8]=1)C.Cl.[Cl:16][C:17]1[CH:25]=[CH:24][C:20]([C:21]([NH2:23])=[NH:22])=[CH:19][CH:18]=1, predict the reaction product. The product is: [Cl:16][C:17]1[CH:25]=[CH:24][C:20]([C:21]2[N:23]=[C:4]([OH:14])[CH:5]=[C:6]([C:7]3[CH:8]=[CH:9][CH:10]=[CH:11][CH:12]=3)[N:22]=2)=[CH:19][CH:18]=1. (3) Given the reactants [CH:1]([N:4](C(C)C)CC)(C)[CH3:2].C(Cl)CCl.[CH:14]1[CH:15]=[CH:16][C:17]2[N:22]([OH:23])N=N[C:18]=2[CH:19]=1.[OH2:24].[NH:25]([C:38]([O:40][C:41]([CH3:44])([CH3:43])[CH3:42])=[O:39])[C@H:26]([C:35]([OH:37])=O)[CH2:27][C:28]1[CH:33]=[CH:32][C:31]([OH:34])=[CH:30][CH:29]=1.[CH3:45][N:46]([CH:48]=[O:49])C, predict the reaction product. The product is: [C:41]([O:40][C:38](=[O:39])[NH:25][CH:26]([C:35](=[O:37])[NH:4][CH:1]([C:48](=[O:49])[NH:46][CH3:45])[CH2:2][C:14]1[CH:15]=[CH:16][C:17]([N+:22]([O-:23])=[O:24])=[CH:18][CH:19]=1)[CH2:27][C:28]1[CH:29]=[CH:30][C:31]([OH:34])=[CH:32][CH:33]=1)([CH3:44])([CH3:43])[CH3:42]. (4) Given the reactants FC(F)(F)S(O[C:7]1[C:15]2[O:14][CH:13]=[CH:12][C:11]=2[C:10]([C:16]2[N:20]=[C:19]([C:21]3[CH:22]=[N:23][C:24]([O:28][CH:29]([CH3:31])[CH3:30])=[C:25]([Cl:27])[CH:26]=3)[O:18][N:17]=2)=[CH:9][CH:8]=1)(=O)=O.CC(P(C(C)(C)C)C(C)(C)C)(C)C.C([O-])([O-])=O.[Cs+].[Cs+].Br[Zn][CH2:55][CH2:56][C:57]([O:59][CH2:60][CH3:61])=[O:58], predict the reaction product. The product is: [Cl:27][C:25]1[CH:26]=[C:21]([C:19]2[O:18][N:17]=[C:16]([C:10]3[C:11]4[CH:12]=[CH:13][O:14][C:15]=4[C:7]([CH2:55][CH2:56][C:57]([O:59][CH2:60][CH3:61])=[O:58])=[CH:8][CH:9]=3)[N:20]=2)[CH:22]=[N:23][C:24]=1[O:28][CH:29]([CH3:30])[CH3:31]. (5) Given the reactants [CH:1]1([N:4]2[C:13]3[C:8](=[CH:9][C:10]([F:16])=[C:11](F)[C:12]=3[CH3:14])[C:7](=[O:17])[NH:6][C:5]2=[O:18])[CH2:3][CH2:2]1.[CH3:19][N:20](C)[CH:21]=O, predict the reaction product. The product is: [CH:1]1([N:4]2[C:13]3[C:8](=[CH:9][C:10]([F:16])=[C:11]([N:20]([CH3:21])[CH3:19])[C:12]=3[CH3:14])[C:7](=[O:17])[NH:6][C:5]2=[O:18])[CH2:3][CH2:2]1.